This data is from Forward reaction prediction with 1.9M reactions from USPTO patents (1976-2016). The task is: Predict the product of the given reaction. (1) The product is: [Br:1][CH:27]([C:29]1[CH:34]=[CH:33][C:32]([O:35][C:36]([F:39])([F:38])[F:37])=[CH:31][CH:30]=1)[C:24]1[CH:25]=[CH:26][C:21]([O:20][C:19]([F:41])([F:40])[F:18])=[CH:22][CH:23]=1. Given the reactants [Br:1]C1C=CC(OC(F)(F)F)=CC=1.C(OCC)=O.[F:18][C:19]([F:41])([F:40])[O:20][C:21]1[CH:26]=[CH:25][C:24]([CH:27]([C:29]2[CH:34]=[CH:33][C:32]([O:35][C:36]([F:39])([F:38])[F:37])=[CH:31][CH:30]=2)O)=[CH:23][CH:22]=1.Br, predict the reaction product. (2) Given the reactants [CH3:1][O:2][C:3](=[O:18])[C:4]1[CH:9]=[CH:8][C:7]([NH:10][CH2:11][CH2:12][O:13][CH3:14])=[C:6]([N+:15]([O-])=O)[CH:5]=1, predict the reaction product. The product is: [CH3:1][O:2][C:3](=[O:18])[C:4]1[CH:9]=[CH:8][C:7]([NH:10][CH2:11][CH2:12][O:13][CH3:14])=[C:6]([NH2:15])[CH:5]=1. (3) Given the reactants [N+]([O-])(O)=O.[CH3:5][O:6][C:7]1[CH:12]=[CH:11][C:10]([N+:13]([O-:15])=[O:14])=[CH:9][C:8]=1[NH:16][C:17]([NH2:19])=[NH:18].CN(C)[CH:22]=[CH:23][C:24]([C:26]1[CH:27]=[N:28][CH:29]=[CH:30][CH:31]=1)=O, predict the reaction product. The product is: [CH3:5][O:6][C:7]1[CH:12]=[CH:11][C:10]([N+:13]([O-:15])=[O:14])=[CH:9][C:8]=1[NH:16][C:17]1[N:19]=[C:24]([C:26]2[CH:27]=[N:28][CH:29]=[CH:30][CH:31]=2)[CH:23]=[CH:22][N:18]=1. (4) Given the reactants [CH3:1][O:2][C:3]1[CH:4]=[C:5]([CH:7]=[C:8]([O:10][CH3:11])[CH:9]=1)N.N([O-])=O.[Na+].[BrH:16], predict the reaction product. The product is: [Br:16][C:8]1([O:10][CH3:11])[CH:7]=[CH:5][CH:4]=[C:3]([O:2][CH3:1])[CH2:9]1. (5) The product is: [Br:1][C:2]1[C:3]([CH3:11])=[C:4]2[C:8](=[CH:9][CH:10]=1)[N:7]([CH2:19][CH2:20][CH2:21][C:22]([O:24][CH2:25][CH3:26])=[O:23])[N:6]=[CH:5]2. Given the reactants [Br:1][C:2]1[C:3]([CH3:11])=[C:4]2[C:8](=[CH:9][CH:10]=1)[NH:7][N:6]=[CH:5]2.C(=O)([O-])[O-].[Cs+].[Cs+].Br[CH2:19][CH2:20][CH2:21][C:22]([O:24][CH2:25][CH3:26])=[O:23], predict the reaction product. (6) Given the reactants [Cl:1][C:2]1[CH:17]=[CH:16][C:5]([CH2:6][NH:7][C:8](=[O:15])[NH:9][O:10][CH2:11][C:12]([OH:14])=O)=[CH:4][CH:3]=1.[NH2:18][C@@H:19]([CH2:43][C:44]([NH:46][C:47]([C:60]1[CH:65]=[CH:64][CH:63]=[CH:62][CH:61]=1)([C:54]1[CH:59]=[CH:58][CH:57]=[CH:56][CH:55]=1)[C:48]1[CH:53]=[CH:52][CH:51]=[CH:50][CH:49]=1)=[O:45])[C:20]([N:22]([C@@H:34]([CH3:42])[CH:35]([O:39][CH2:40][CH3:41])[O:36][CH2:37][CH3:38])[CH2:23][C:24]1[CH:25]=[CH:26][CH:27]=[C:28]2[C:33]=1[N:32]=[CH:31][CH:30]=[CH:29]2)=[O:21], predict the reaction product. The product is: [Cl:1][C:2]1[CH:3]=[CH:4][C:5]([CH2:6][NH:7][C:8]([NH:9][O:10][CH2:11][C:12]([NH:18][C@@H:19]([CH2:43][C:44](=[O:45])[NH:46][C:47]([C:60]2[CH:61]=[CH:62][CH:63]=[CH:64][CH:65]=2)([C:48]2[CH:53]=[CH:52][CH:51]=[CH:50][CH:49]=2)[C:54]2[CH:55]=[CH:56][CH:57]=[CH:58][CH:59]=2)[C:20]([N:22]([C@@H:34]([CH3:42])[CH:35]([O:39][CH2:40][CH3:41])[O:36][CH2:37][CH3:38])[CH2:23][C:24]2[CH:25]=[CH:26][CH:27]=[C:28]3[C:33]=2[N:32]=[CH:31][CH:30]=[CH:29]3)=[O:21])=[O:14])=[O:15])=[CH:16][CH:17]=1. (7) Given the reactants [CH:1]1([CH2:4][NH:5][C:6]2[CH:7]=[C:8]([C:14]#[N:15])[C:9]([C:12]#[N:13])=[CH:10][CH:11]=2)[CH2:3][CH2:2]1.Cl.Cl[CH2:18][C:19]1[N:20]=[CH:21][S:22][CH:23]=1.C([O-])([O-])=O.[Cs+].[Cs+], predict the reaction product. The product is: [CH:1]1([CH2:4][N:5]([CH2:18][C:19]2[N:20]=[CH:21][S:22][CH:23]=2)[C:6]2[CH:7]=[C:8]([C:14]#[N:15])[C:9]([C:12]#[N:13])=[CH:10][CH:11]=2)[CH2:2][CH2:3]1.